This data is from Reaction yield outcomes from USPTO patents with 853,638 reactions. The task is: Predict the reaction yield, written as a fraction of the theoretical maximum amount of product (1.0 means a 100% yield; for example, 0.34 means a 34% yield). The reactants are [C:1]([C:5]1[CH:10]=[CH:9][C:8]([S:11]([CH:14]2[CH2:19][CH2:18][NH:17][CH2:16][CH2:15]2)(=[O:13])=[O:12])=[CH:7][CH:6]=1)([CH3:4])([CH3:3])[CH3:2].Cl[C:21]1[CH:30]=[CH:29][C:28]2[C:23](=[CH:24][CH:25]=[CH:26][CH:27]=2)[N:22]=1.CCN(C(C)C)C(C)C. The catalyst is O1CCOCC1. The product is [C:1]([C:5]1[CH:6]=[CH:7][C:8]([S:11]([CH:14]2[CH2:15][CH2:16][N:17]([C:21]3[CH:30]=[CH:29][C:28]4[C:23](=[CH:24][CH:25]=[CH:26][CH:27]=4)[N:22]=3)[CH2:18][CH2:19]2)(=[O:13])=[O:12])=[CH:9][CH:10]=1)([CH3:4])([CH3:2])[CH3:3]. The yield is 0.180.